From a dataset of Reaction yield outcomes from USPTO patents with 853,638 reactions. Predict the reaction yield, written as a fraction of the theoretical maximum amount of product (1.0 means a 100% yield; for example, 0.34 means a 34% yield). (1) The reactants are ClC1C(N)=C2C(C(OC)=CC=N2)=CC=1.[NH2:15][C:16]1[C:17]([C:26]([C:28]2[CH:33]=[CH:32][C:31]([C:34]([F:37])([F:36])[F:35])=[CH:30][CH:29]=2)=O)=[CH:18][CH:19]=[C:20]2[C:25]=1[N:24]=[CH:23][CH:22]=[CH:21]2.[CH3:38][NH:39][S:40](Cl)(=[O:42])=[O:41].[BH4-].[Na+]. The catalyst is N1C=CC=CC=1. The product is [CH3:38][N:39]1[S:40](=[O:42])(=[O:41])[NH:15][C:16]2[C:25]3[C:20](=[CH:21][CH:22]=[CH:23][N:24]=3)[CH:19]=[CH:18][C:17]=2[CH:26]1[C:28]1[CH:33]=[CH:32][C:31]([C:34]([F:37])([F:36])[F:35])=[CH:30][CH:29]=1. The yield is 0.680. (2) The reactants are [CH3:1][O:2][C:3]1[CH:8]=[CH:7][C:6]([C:9]2([C:14]3[CH:19]=[CH:18][C:17]([O:20][CH3:21])=[CH:16][CH:15]=3)[CH2:11][C:10]2(Br)[CH3:12])=[CH:5][CH:4]=1.CS(C)=O.CC(C)([O-])C.[K+].O. The catalyst is C(Cl)Cl. The product is [CH3:21][O:20][C:17]1[CH:16]=[CH:15][C:14]([C:9]2([C:6]3[CH:5]=[CH:4][C:3]([O:2][CH3:1])=[CH:8][CH:7]=3)[CH2:11][C:10]2=[CH2:12])=[CH:19][CH:18]=1. The yield is 0.950. (3) The yield is 0.310. The catalyst is C1(C)C=CC=CC=1. The product is [CH:19]1([NH:25][C:26]([NH:16][C:14]2[N:15]=[C:10]3[CH:9]=[CH:8][N:7]([CH2:6][O:5][CH2:4][CH2:3][Si:2]([CH3:18])([CH3:17])[CH3:1])[C:11]3=[N:12][CH:13]=2)=[O:27])[CH2:24][CH2:23][CH2:22][CH2:21][CH2:20]1. The reactants are [CH3:1][Si:2]([CH3:18])([CH3:17])[CH2:3][CH2:4][O:5][CH2:6][N:7]1[C:11]2=[N:12][CH:13]=[C:14]([NH2:16])[N:15]=[C:10]2[CH:9]=[CH:8]1.[CH:19]1([N:25]=[C:26]=[O:27])[CH2:24][CH2:23][CH2:22][CH2:21][CH2:20]1. (4) The reactants are C[O:2][C:3](=[O:25])[C:4]1[CH:9]=[CH:8][C:7]([O:10][CH2:11][C:12]2[C:13]([C:18]3[CH:23]=[CH:22][C:21]([F:24])=[CH:20][CH:19]=3)=[N:14][O:15][C:16]=2[CH3:17])=[N:6][CH:5]=1.COC(=O)C1C=CC(OCC2C(C3C=CC=C(F)C=3)=NOC=2C)=NC=1. No catalyst specified. The product is [F:24][C:21]1[CH:20]=[CH:19][C:18]([C:13]2[C:12]([CH2:11][O:10][C:7]3[CH:8]=[CH:9][C:4]([C:3]([OH:25])=[O:2])=[CH:5][N:6]=3)=[C:16]([CH3:17])[O:15][N:14]=2)=[CH:23][CH:22]=1. The yield is 0.780. (5) The reactants are [CH:1]1([CH2:4][O:5][C:6]2[CH:11]=[CH:10][C:9]([C:12]3[C:17](=[O:18])[N:16]([CH2:19][C:20]4[CH:25]=[CH:24][C:23]([C:26]5[C:27]([C:32]#[N:33])=[CH:28][CH:29]=[CH:30][CH:31]=5)=[CH:22][CH:21]=4)[C:15]([CH2:34][CH2:35][CH3:36])=[N:14][C:13]=3[CH3:37])=[CH:8][CH:7]=2)[CH2:3][CH2:2]1.Cl.[NH2:39]O.[C:41](=[O:44])([O-])[OH:42].[Na+]. The catalyst is CS(C)=O.C(OCC)(=O)C. The product is [CH:1]1([CH2:4][O:5][C:6]2[CH:7]=[CH:8][C:9]([C:12]3[C:17](=[O:18])[N:16]([CH2:19][C:20]4[CH:25]=[CH:24][C:23]([C:26]5[CH:31]=[CH:30][CH:29]=[CH:28][C:27]=5[C:32]5[NH:39][C:41](=[O:44])[O:42][N:33]=5)=[CH:22][CH:21]=4)[C:15]([CH2:34][CH2:35][CH3:36])=[N:14][C:13]=3[CH3:37])=[CH:10][CH:11]=2)[CH2:3][CH2:2]1. The yield is 0.780. (6) The reactants are [NH2:1][C:2]1[C:3]2[C:10](Br)=[CH:9][N:8]([CH:12]3[CH2:15][N:14](C(OC(C)(C)C)=O)[CH2:13]3)[C:4]=2[N:5]=[CH:6][N:7]=1.CC1(C)C(C)(C)OB([C:31]2[CH:32]=[C:33]3[C:37](=[CH:38][CH:39]=2)[N:36]([C:40](=[O:52])[CH2:41][C:42]2[CH:47]=[CH:46][CH:45]=[C:44]([C:48]([F:51])([F:50])[F:49])[CH:43]=2)[CH2:35][CH2:34]3)O1.C([O-])(O)=O.[Na+].C(O)(C(F)(F)F)=O. The catalyst is O.CS(C)=O.C1C=CC([P]([Pd]([P](C2C=CC=CC=2)(C2C=CC=CC=2)C2C=CC=CC=2)([P](C2C=CC=CC=2)(C2C=CC=CC=2)C2C=CC=CC=2)[P](C2C=CC=CC=2)(C2C=CC=CC=2)C2C=CC=CC=2)(C2C=CC=CC=2)C2C=CC=CC=2)=CC=1.C(Cl)Cl.O1CCOCC1. The product is [NH:14]1[CH2:13][CH:12]([N:8]2[C:4]3[N:5]=[CH:6][N:7]=[C:2]([NH2:1])[C:3]=3[C:10]([C:31]3[CH:32]=[C:33]4[C:37](=[CH:38][CH:39]=3)[N:36]([C:40](=[O:52])[CH2:41][C:42]3[CH:47]=[CH:46][CH:45]=[C:44]([C:48]([F:51])([F:49])[F:50])[CH:43]=3)[CH2:35][CH2:34]4)=[CH:9]2)[CH2:15]1. The yield is 0.416.